From a dataset of Forward reaction prediction with 1.9M reactions from USPTO patents (1976-2016). Predict the product of the given reaction. (1) Given the reactants [Cl:1][C:2]1[CH:3]=[C:4]([N:9]2[C:13](=[O:14])[C:12]([I:15])=[C:11](I)[C:10]2=[O:17])[CH:5]=[CH:6][C:7]=1[Cl:8].[NH:18]1[CH2:23][CH2:22][O:21][CH2:20][CH2:19]1, predict the reaction product. The product is: [Cl:1][C:2]1[CH:3]=[C:4]([N:9]2[C:10](=[O:17])[C:11]([N:18]3[CH2:23][CH2:22][O:21][CH2:20][CH2:19]3)=[C:12]([I:15])[C:13]2=[O:14])[CH:5]=[CH:6][C:7]=1[Cl:8]. (2) Given the reactants [C:1]([O:4][C@H:5]1[CH2:22][CH2:21][C@@:20]2([CH3:23])[C@@H:7]([CH2:8][CH2:9][C@:10]3([CH3:35])[C@@H:19]2[CH2:18][CH2:17][C@H:16]2[C@@:11]3([CH3:34])[CH2:12][CH2:13][C@@:14]3([C:31](O)=[O:32])[CH2:26][CH2:25][C@@H:24]([C:27]4([CH3:30])[CH2:29][CH2:28]4)[C@@H:15]32)[C:6]1([CH3:37])[CH3:36])(=[O:3])[CH3:2].C(Cl)(=O)C(Cl)=O.[F:44][C:45]1[CH:50]=[CH:49][C:48]([C:51]2[NH:55][C:54]([C@@H:56]3[CH2:60][CH2:59][CH2:58][NH:57]3)=[N:53][CH:52]=2)=[CH:47][CH:46]=1, predict the reaction product. The product is: [C:1]([O:4][C@H:5]1[CH2:22][CH2:21][C@@:20]2([CH3:23])[C@@H:7]([CH2:8][CH2:9][C@:10]3([CH3:35])[C@@H:19]2[CH2:18][CH2:17][C@H:16]2[C@@:11]3([CH3:34])[CH2:12][CH2:13][C@@:14]3([C:31]([N:57]4[CH2:58][CH2:59][CH2:60][C@H:56]4[C:54]4[NH:55][C:51]([C:48]5[CH:47]=[CH:46][C:45]([F:44])=[CH:50][CH:49]=5)=[CH:52][N:53]=4)=[O:32])[CH2:26][CH2:25][C@@H:24]([C:27]4([CH3:30])[CH2:28][CH2:29]4)[C@@H:15]32)[C:6]1([CH3:37])[CH3:36])(=[O:3])[CH3:2]. (3) Given the reactants Br[C:2]1[N:3]=[CH:4][C:5]([F:32])=[C:6]2[C:10]([C:11](=[O:31])[C:12]([N:14]3[CH2:19][CH2:18][N:17]([C:20]4[N:24]([C:25]5[CH:30]=[CH:29][CH:28]=[CH:27][CH:26]=5)[N:23]=[N:22][N:21]=4)[CH2:16][CH2:15]3)=[O:13])=[CH:9][NH:8][C:7]=12.C(=O)([O-])[O-].[K+].[K+].[NH2:39][C:40]1[CH:44]=[CH:43][NH:42][N:41]=1, predict the reaction product. The product is: [NH2:39][C:40]1[CH:44]=[CH:43][N:42]([C:2]2[N:3]=[CH:4][C:5]([F:32])=[C:6]3[C:10]([C:11](=[O:31])[C:12]([N:14]4[CH2:15][CH2:16][N:17]([C:20]5[N:24]([C:25]6[CH:26]=[CH:27][CH:28]=[CH:29][CH:30]=6)[N:23]=[N:22][N:21]=5)[CH2:18][CH2:19]4)=[O:13])=[CH:9][NH:8][C:7]=23)[N:41]=1. (4) Given the reactants [CH:1]([C:3]1[CH:7]=[C:6]([NH:8][C:9](=[O:16])[C:10]2[CH:15]=[CH:14][CH:13]=[CH:12][CH:11]=2)[N:5]([C:17]2[CH:22]=[CH:21][CH:20]=[CH:19][CH:18]=2)[N:4]=1)=O.[CH3:23][NH2:24].CO, predict the reaction product. The product is: [CH3:23][NH:24][CH2:1][C:3]1[CH:7]=[C:6]([NH:8][C:9](=[O:16])[C:10]2[CH:15]=[CH:14][CH:13]=[CH:12][CH:11]=2)[N:5]([C:17]2[CH:22]=[CH:21][CH:20]=[CH:19][CH:18]=2)[N:4]=1. (5) Given the reactants [Cl:1][C:2]1[CH:7]=[CH:6][CH:5]=[CH:4][C:3]=1[OH:8].C(=O)([O-])[O-].[Cs+].[Cs+].[C:15]([O:19][C:20]([N:22]1[CH2:27][CH2:26][CH:25](OS(C)(=O)=O)[CH2:24][CH2:23]1)=[O:21])([CH3:18])([CH3:17])[CH3:16], predict the reaction product. The product is: [C:15]([O:19][C:20]([N:22]1[CH2:27][CH2:26][CH:25]([O:8][C:3]2[CH:4]=[CH:5][CH:6]=[CH:7][C:2]=2[Cl:1])[CH2:24][CH2:23]1)=[O:21])([CH3:18])([CH3:16])[CH3:17]. (6) Given the reactants [CH3:1][C:2]([C:8]1[CH:13]=[C:12]([N:14]2[CH2:19][CH2:18][O:17][CH2:16][C@@H:15]2[CH3:20])[N:11]=[C:10]([C:21]2[CH:26]=[CH:25][C:24]([NH2:27])=[CH:23][CH:22]=2)[N:9]=1)([S:4]([CH3:7])(=[O:6])=[O:5])[CH3:3].C(=O)(O)[O-].[Na+].Cl[C:34]([O:36][C:37]1[CH:42]=[CH:41][CH:40]=[CH:39][CH:38]=1)=[O:35], predict the reaction product. The product is: [CH3:1][C:2]([C:8]1[CH:13]=[C:12]([N:14]2[CH2:19][CH2:18][O:17][CH2:16][C@@H:15]2[CH3:20])[N:11]=[C:10]([C:21]2[CH:22]=[CH:23][C:24]([NH:27][C:34](=[O:35])[O:36][C:37]3[CH:42]=[CH:41][CH:40]=[CH:39][CH:38]=3)=[CH:25][CH:26]=2)[N:9]=1)([S:4]([CH3:7])(=[O:5])=[O:6])[CH3:3].